This data is from Full USPTO retrosynthesis dataset with 1.9M reactions from patents (1976-2016). The task is: Predict the reactants needed to synthesize the given product. (1) Given the product [F:21][C:18]1[CH:19]=[CH:20][C:15]([C@H:8]([C:9]2[CH:14]=[CH:13][N:12]=[CH:11][CH:10]=2)[C@@H:4]([C:5]([NH:22][C:23]2[CH:53]=[CH:52][CH:51]=[C:50]([F:54])[C:24]=2[CH2:25][CH2:26][C@H:27]2[O:32][CH2:31][C@@H:30]([CH2:33][O:34][C:35](=[O:42])[NH:36][CH2:37][C:38]([F:39])([F:41])[F:40])[NH:29][CH2:28]2)=[O:7])[NH:1][C:35]([O:34][CH3:33])=[O:42])=[CH:16][CH:17]=1, predict the reactants needed to synthesize it. The reactants are: [N:1]([C@@H:4]([C@H:8]([C:15]1[CH:20]=[CH:19][C:18]([F:21])=[CH:17][CH:16]=1)[C:9]1[CH:14]=[CH:13][N:12]=[CH:11][CH:10]=1)[C:5]([OH:7])=O)=[N+]=[N-].[NH2:22][C:23]1[CH:53]=[CH:52][CH:51]=[C:50]([F:54])[C:24]=1[CH2:25][CH2:26][C@H:27]1[O:32][CH2:31][C@@H:30]([CH2:33][O:34][C:35](=[O:42])[NH:36][CH2:37][C:38]([F:41])([F:40])[F:39])[N:29](C(OC(C)(C)C)=O)[CH2:28]1. (2) Given the product [O:16]=[C:14]1[C:5]2[C:4](=[CH:9][C:8]([C:10]([OH:12])=[O:11])=[CH:7][CH:6]=2)[NH:1][C:2](=[S:3])[N:18]1[C:19]1[CH:24]=[CH:23][CH:22]=[CH:21][N:20]=1, predict the reactants needed to synthesize it. The reactants are: [N:1]([C:4]1[CH:9]=[C:8]([C:10]([O:12]C)=[O:11])[CH:7]=[CH:6][C:5]=1[C:14]([O:16]C)=O)=[C:2]=[S:3].[NH2:18][C:19]1[CH:24]=[CH:23][CH:22]=[CH:21][N:20]=1.[OH-].[Na+].Cl. (3) The reactants are: Cl.[F:2][C:3]1[CH:4]=[N:5][C:6]([C@@H:9]([NH2:11])[CH3:10])=[N:7][CH:8]=1.[Br:12][C:13]1[C:14]([NH:20][C:21]2[CH:25]=[C:24]([CH3:26])[NH:23][N:22]=2)=[N:15][C:16](Cl)=[N:17][CH:18]=1.CCN(C(C)C)C(C)C. Given the product [Br:12][C:13]1[C:14]([NH:20][C:21]2[CH:25]=[C:24]([CH3:26])[NH:23][N:22]=2)=[N:15][C:16]([NH:11][C@H:9]([C:6]2[N:7]=[CH:8][C:3]([F:2])=[CH:4][N:5]=2)[CH3:10])=[N:17][CH:18]=1, predict the reactants needed to synthesize it. (4) Given the product [Cl:1][C:2]1[CH:7]=[C:6]([Cl:8])[CH:5]=[CH:4][C:3]=1[C:9]1[C:10]([CH2:18][NH2:19])=[CH:11][C:12]2[N:13]([CH:15]=[N:16][N:17]=2)[CH:14]=1, predict the reactants needed to synthesize it. The reactants are: [Cl:1][C:2]1[CH:7]=[C:6]([Cl:8])[CH:5]=[CH:4][C:3]=1[C:9]1[C:10]([C:18]#[N:19])=[CH:11][C:12]2[N:13]([CH:15]=[N:16][N:17]=2)[CH:14]=1.B.C1COCC1.